From a dataset of Catalyst prediction with 721,799 reactions and 888 catalyst types from USPTO. Predict which catalyst facilitates the given reaction. (1) Reactant: [CH3:1][O:2][C:3]([C:5]1[CH:6]=[C:7]([NH2:12])[C:8]([NH2:11])=[CH:9][CH:10]=1)=[O:4].N1C=CC=CC=1.[C:19]([C:21]1[CH:22]=[C:23]([CH:27]=[CH:28][CH:29]=1)[C:24](Cl)=[O:25])#[N:20]. Product: [CH3:1][O:2][C:3]([C:5]1[CH:6]=[C:7]([NH:12][C:24](=[O:25])[C:23]2[CH:27]=[CH:28][CH:29]=[C:21]([C:19]#[N:20])[CH:22]=2)[C:8]([NH2:11])=[CH:9][CH:10]=1)=[O:4]. The catalyst class is: 10. (2) Reactant: [CH2:1]([NH:4][C:5](=O)[O:6]C1C=CC([N+]([O-])=O)=CC=1)[C:2]#[CH:3].[Cl:17][C:18]1[C:32]([Cl:33])=[CH:31][CH:30]=[CH:29][C:19]=1[CH2:20][N:21]1[CH2:26][CH2:25][O:24][C@@H:23]([CH2:27][NH2:28])[CH2:22]1.C(N(CC)C(C)C)(C)C. The catalyst class is: 4. Product: [Cl:17][C:18]1[C:32]([Cl:33])=[CH:31][CH:30]=[CH:29][C:19]=1[CH2:20][N:21]1[CH2:26][CH2:25][O:24][C@@H:23]([CH2:27][NH:28][C:5]([NH:4][CH2:1][C:2]#[CH:3])=[O:6])[CH2:22]1.